Dataset: Forward reaction prediction with 1.9M reactions from USPTO patents (1976-2016). Task: Predict the product of the given reaction. Given the reactants [C:1]([O:5][C:6](CNC/C=C/C(O)=O)=[O:7])([CH3:4])([CH3:3])[CH3:2].[N:16]1[CH:21]=[CH:20][CH:19]=[CH:18][CH:17]=1.C1CCC(N=C=NC2CCCCC2)CC1.[Cl:37][C:38]1[CH:39]=[C:40]([NH:45][C:46]2[C:55]3[C:50](=[CH:51][C:52]([O:56][CH2:57][CH3:58])=[CH:53][CH:54]=3)[N:49]=[CH:48][C:47]=2[C:59]#[N:60])[CH:41]=[CH:42][C:43]=1[F:44], predict the reaction product. The product is: [C:1]([O:5][C:6]([N:16]([CH3:21])[CH2:17][CH:18]=[CH:19][CH2:20][C:53]1[CH:54]=[C:55]2[C:50](=[CH:51][C:52]=1[O:56][CH2:57][CH3:58])[N:49]=[CH:48][C:47]([C:59]#[N:60])=[C:46]2[NH:45][C:40]1[CH:41]=[CH:42][C:43]([F:44])=[C:38]([Cl:37])[CH:39]=1)=[O:7])([CH3:2])([CH3:3])[CH3:4].